Task: Predict the product of the given reaction.. Dataset: Forward reaction prediction with 1.9M reactions from USPTO patents (1976-2016) (1) Given the reactants [NH2:1][CH2:2][CH2:3][N:4]1[C:13]2[C:8](=[N:9][CH:10]=[C:11]([CH2:14][C:15]3[CH:20]=[CH:19][C:18]([F:21])=[CH:17][CH:16]=3)[CH:12]=2)[C:7]([OH:22])=[C:6]([C:23]([NH:25][CH2:26][CH:27]2[CH2:31][CH2:30][CH2:29][O:28]2)=[O:24])[C:5]1=[O:32].C(N(C(C)C)CC)(C)C.[CH3:42][N:43]([CH:45]=[O:46])[CH3:44], predict the reaction product. The product is: [CH3:42][N:43]([CH3:44])[C:45]([NH:1][CH2:2][CH2:3][N:4]1[C:13]2[C:8](=[N:9][CH:10]=[C:11]([CH2:14][C:15]3[CH:16]=[CH:17][C:18]([F:21])=[CH:19][CH:20]=3)[CH:12]=2)[C:7]([OH:22])=[C:6]([C:23]([NH:25][CH2:26][CH:27]2[CH2:31][CH2:30][CH2:29][O:28]2)=[O:24])[C:5]1=[O:32])=[O:46]. (2) Given the reactants [N:1]1([C:6]([C:8]2[CH:9]=[C:10]([C@@H:14]3[CH2:16][C@H:15]3[NH:17]C(=O)OC(C)(C)C)[CH:11]=[CH:12][CH:13]=2)=[O:7])[CH2:5][CH2:4][CH2:3][CH2:2]1.[ClH:25].C(OCC)(=O)C, predict the reaction product. The product is: [ClH:25].[NH2:17][C@@H:15]1[CH2:16][C@H:14]1[C:10]1[CH:9]=[C:8]([C:6]([N:1]2[CH2:2][CH2:3][CH2:4][CH2:5]2)=[O:7])[CH:13]=[CH:12][CH:11]=1. (3) Given the reactants [N+](=[CH:3][Si](C)(C)C)=[N-].[F:8][C:9]1[CH:10]=[C:11]([C:15]2[CH:23]=[C:22]3[C:18]([CH2:19][CH2:20][CH:21]3[NH:24][C:25]3[CH:26]=[C:27]([CH:33]=[CH:34][CH:35]=3)[O:28][CH2:29][C:30]([OH:32])=[O:31])=[CH:17][CH:16]=2)[CH:12]=[CH:13][CH:14]=1, predict the reaction product. The product is: [F:8][C:9]1[CH:10]=[C:11]([C:15]2[CH:23]=[C:22]3[C:18]([CH2:19][CH2:20][CH:21]3[NH:24][C:25]3[CH:26]=[C:27]([CH:33]=[CH:34][CH:35]=3)[O:28][CH2:29][C:30]([O:32][CH3:3])=[O:31])=[CH:17][CH:16]=2)[CH:12]=[CH:13][CH:14]=1. (4) Given the reactants [CH2:1](P(CCCC)CCCC)CCC.[F:14][C:15]([F:52])([F:51])[C:16]1[CH:17]=[C:18]([CH:44]=[C:45]([C:47]([F:50])([F:49])[F:48])[CH:46]=1)[CH2:19][N:20]([C:39]1[N:40]=[N:41][NH:42][N:43]=1)[CH:21]1[CH2:27][CH2:26][CH2:25][N:24]([C:28]([O:30][CH:31]([CH3:33])[CH3:32])=[O:29])[C:23]2[CH:34]=[CH:35][C:36]([Br:38])=[CH:37][C:22]1=2.CO, predict the reaction product. The product is: [F:50][C:47]([F:48])([F:49])[C:45]1[CH:44]=[C:18]([CH:17]=[C:16]([C:15]([F:14])([F:51])[F:52])[CH:46]=1)[CH2:19][N:20]([C:39]1[N:40]=[N:41][N:42]([CH3:1])[N:43]=1)[CH:21]1[CH2:27][CH2:26][CH2:25][N:24]([C:28]([O:30][CH:31]([CH3:33])[CH3:32])=[O:29])[C:23]2[CH:34]=[CH:35][C:36]([Br:38])=[CH:37][C:22]1=2. (5) Given the reactants Cl.[CH3:2][C:3]1([C:9]([O:11][CH2:12][CH3:13])=[O:10])[CH2:8][CH2:7][NH:6][CH2:5][CH2:4]1.CCN(C(C)C)C(C)C.[Br:23][C:24]1[CH:25]=[N:26][C:27](Cl)=[N:28][CH:29]=1, predict the reaction product. The product is: [Br:23][C:24]1[CH:25]=[N:26][C:27]([N:6]2[CH2:7][CH2:8][C:3]([CH3:2])([C:9]([O:11][CH2:12][CH3:13])=[O:10])[CH2:4][CH2:5]2)=[N:28][CH:29]=1. (6) Given the reactants [NH2:1][C:2]1[C:6]2[CH:7]=[N:8][C:9]3[CH:10]=[C:11]([O:17][CH3:18])[C:12]([O:15][CH3:16])=[CH:13][C:14]=3[C:5]=2[S:4](=O)[C:3]=1[C:20]([O:22][CH3:23])=[O:21].[F:24][C:25]1[CH:33]=[CH:32][CH:31]=[CH:30][C:26]=1[C:27](Cl)=[O:28].CCN(CC)CC, predict the reaction product. The product is: [F:24][C:25]1[CH:33]=[CH:32][CH:31]=[CH:30][C:26]=1[C:27]([NH:1][C:2]1[C:6]2[CH:7]=[N:8][C:9]3[CH:10]=[C:11]([O:17][CH3:18])[C:12]([O:15][CH3:16])=[CH:13][C:14]=3[C:5]=2[S:4][C:3]=1[C:20]([O:22][CH3:23])=[O:21])=[O:28]. (7) Given the reactants [CH2:1]([C:3]1[C:11]2S[CH2:9][CH:8]([C:12]3[CH:17]=[CH:16][C:15]([CH:18]([CH3:20])[CH3:19])=[CH:14][CH:13]=3)[C:7]=2[C:6]([CH3:21])=[C:5]([NH:22][C:23](=[O:29])[CH2:24][C:25]([CH3:28])([CH3:27])[CH3:26])[C:4]=1[CH3:30])[CH3:2].C(=O)([O-])O.[Na+].ClC1C=CC=C(C(OO)=O)C=1.[S:47]([O-:51])(O)(=O)=[O:48].[Na+], predict the reaction product. The product is: [CH2:1]([C:3]1[C:11]2[S:47](=[O:51])(=[O:48])[CH2:9][CH:8]([C:12]3[CH:17]=[CH:16][C:15]([CH:18]([CH3:20])[CH3:19])=[CH:14][CH:13]=3)[C:7]=2[C:6]([CH3:21])=[C:5]([NH:22][C:23](=[O:29])[CH2:24][C:25]([CH3:27])([CH3:26])[CH3:28])[C:4]=1[CH3:30])[CH3:2].